This data is from NCI-60 drug combinations with 297,098 pairs across 59 cell lines. The task is: Regression. Given two drug SMILES strings and cell line genomic features, predict the synergy score measuring deviation from expected non-interaction effect. Drug 1: CC1=C2C(C(=O)C3(C(CC4C(C3C(C(C2(C)C)(CC1OC(=O)C(C(C5=CC=CC=C5)NC(=O)C6=CC=CC=C6)O)O)OC(=O)C7=CC=CC=C7)(CO4)OC(=O)C)O)C)OC(=O)C. Drug 2: CC1=C(C(=O)C2=C(C1=O)N3CC4C(C3(C2COC(=O)N)OC)N4)N. Cell line: PC-3. Synergy scores: CSS=19.7, Synergy_ZIP=-9.20, Synergy_Bliss=-3.49, Synergy_Loewe=-2.77, Synergy_HSA=-0.448.